From a dataset of Forward reaction prediction with 1.9M reactions from USPTO patents (1976-2016). Predict the product of the given reaction. The product is: [CH3:1][O:2][C:3]([C@H:4]1[NH:8][C:9](=[O:37])[C@H:10]([CH:11]([CH3:13])[CH3:12])[NH:14][C:15](=[O:36])[C@@H:16]([NH:28][C:29]([O:31][C:32]([CH3:34])([CH3:35])[CH3:33])=[O:30])[CH2:17][C:18]2=[CH:23][CH:22]=[C:21]([CH:20]=[CH:19]2)[O:24][CH2:25][CH:7]=[CH:6][CH2:5]1)=[O:38]. Given the reactants [CH3:1][O:2][C:3](=[O:38])[C@@H:4]([NH:8][C:9](=[O:37])[C@@H:10]([NH:14][C:15](=[O:36])[C@@H:16]([NH:28][C:29]([O:31][C:32]([CH3:35])([CH3:34])[CH3:33])=[O:30])[CH2:17][C:18]1[CH:23]=[CH:22][C:21]([O:24][CH2:25]C=C)=[CH:20][CH:19]=1)[CH:11]([CH3:13])[CH3:12])[CH2:5][CH:6]=[CH2:7].CCOC(C)=O, predict the reaction product.